This data is from Full USPTO retrosynthesis dataset with 1.9M reactions from patents (1976-2016). The task is: Predict the reactants needed to synthesize the given product. (1) Given the product [NH2:23][C:24]1[N:25]=[CH:26][C:27]([C:8]2[C:7]([F:14])=[C:6]([OH:15])[C:5]([C:1]([CH3:2])([CH3:3])[CH3:4])=[CH:10][CH:9]=2)=[N:28][CH:29]=1, predict the reactants needed to synthesize it. The reactants are: [C:1]([C:5]1[CH:10]=[CH:9][C:8](B(O)O)=[C:7]([F:14])[C:6]=1[O:15][Si](C(C)(C)C)(C)C)([CH3:4])([CH3:3])[CH3:2].[NH2:23][C:24]1[CH:29]=[N:28][C:27](Br)=[CH:26][N:25]=1. (2) The reactants are: [F:1][C:2]([F:26])([F:25])[C:3]([N:5]1[CH2:24][CH2:23][C:9]2[C:10]3[C:11](O)([C:17]4[S:18][CH:19]=[CH:20][N:21]=4)[CH2:12][CH2:13][C:14]=3[CH:15]=[CH:16][C:8]=2[CH2:7][CH2:6]1)=[O:4]. Given the product [F:26][C:2]([F:1])([F:25])[C:3]([N:5]1[CH2:24][CH2:23][C:9]2[C:10]3[C:11]([C:17]4[S:18][CH:19]=[CH:20][N:21]=4)=[CH:12][CH2:13][C:14]=3[CH:15]=[CH:16][C:8]=2[CH2:7][CH2:6]1)=[O:4], predict the reactants needed to synthesize it. (3) Given the product [O:10]1[C:14]2[CH:15]=[CH:16][CH:17]=[CH:18][C:13]=2[CH:12]=[C:11]1[C:19]1[N:23]2[N:24]=[C:25]([O:1][CH2:2][C@@H:3]3[CH2:7][CH2:6][CH2:5][NH:4]3)[CH:26]=[CH:27][C:22]2=[N:21][CH:20]=1, predict the reactants needed to synthesize it. The reactants are: [OH:1][CH2:2][C@@H:3]1[CH2:7][CH2:6][CH2:5][NH:4]1.[H-].[Na+].[O:10]1[C:14]2[CH:15]=[CH:16][CH:17]=[CH:18][C:13]=2[CH:12]=[C:11]1[C:19]1[N:23]2[N:24]=[C:25](Cl)[CH:26]=[CH:27][C:22]2=[N:21][CH:20]=1. (4) Given the product [F:21][C:22]1[CH:23]=[C:24]([C:8]2[CH:9]=[C:10]3[C:5](=[CH:6][CH:7]=2)[C:4](=[O:19])[CH2:3][C:2]3([CH3:1])[CH3:20])[CH:25]=[CH:26][C:27]=1[F:28], predict the reactants needed to synthesize it. The reactants are: [CH3:1][C:2]1([CH3:20])[C:10]2[C:5](=[CH:6][CH:7]=[C:8](OS(C(F)(F)F)(=O)=O)[CH:9]=2)[C:4](=[O:19])[CH2:3]1.[F:21][C:22]1[CH:23]=[C:24](B(O)O)[CH:25]=[CH:26][C:27]=1[F:28]. (5) Given the product [C:21]([O:25][C:26]([N:8]1[C:9]2[C:5](=[CH:4][C:3]([F:20])=[C:2]([Cl:1])[CH:10]=2)/[C:6](=[CH:12]/[C:13]2[CH:18]=[CH:17][CH:16]=[C:15]([Cl:19])[CH:14]=2)/[C:7]1=[O:11])=[O:27])([CH3:24])([CH3:23])[CH3:22], predict the reactants needed to synthesize it. The reactants are: [Cl:1][C:2]1[CH:10]=[C:9]2[C:5](/[C:6](=[CH:12]/[C:13]3[CH:18]=[CH:17][CH:16]=[C:15]([Cl:19])[CH:14]=3)/[C:7](=[O:11])[NH:8]2)=[CH:4][C:3]=1[F:20].[C:21]([O:25][C:26](O[C:26]([O:25][C:21]([CH3:24])([CH3:23])[CH3:22])=[O:27])=[O:27])([CH3:24])([CH3:23])[CH3:22].C(N(CC)CC)C. (6) The reactants are: C([O:3][P:4]([C:7]1[CH:12]=[CH:11][C:10]([N:13]2[C:17]([NH:18][C:19]([NH:21][C:22]3[C:31]4[C:26](=[CH:27][CH:28]=[CH:29][CH:30]=4)[C:25]([O:32][C:33]4[CH:38]=[CH:37][N:36]=[C:35]([NH:39][C:40]5[CH:45]=[CH:44][CH:43]=[CH:42][CH:41]=5)[N:34]=4)=[CH:24][CH:23]=3)=[O:20])=[CH:16][C:15]([C:46]([CH3:49])([CH3:48])[CH3:47])=[N:14]2)=[CH:9][CH:8]=1)([CH3:6])=[O:5])C.O1CCOCC1.[OH-].[Na+]. Given the product [C:46]([C:15]1[CH:16]=[C:17]([NH:18][C:19]([NH:21][C:22]2[C:31]3[C:26](=[CH:27][CH:28]=[CH:29][CH:30]=3)[C:25]([O:32][C:33]3[CH:38]=[CH:37][N:36]=[C:35]([NH:39][C:40]4[CH:45]=[CH:44][CH:43]=[CH:42][CH:41]=4)[N:34]=3)=[CH:24][CH:23]=2)=[O:20])[N:13]([C:10]2[CH:9]=[CH:8][C:7]([P:4]([CH3:6])(=[O:3])[OH:5])=[CH:12][CH:11]=2)[N:14]=1)([CH3:49])([CH3:47])[CH3:48], predict the reactants needed to synthesize it. (7) Given the product [Br:1][C:2]1[CH:3]=[C:4]2[C:9]([NH:21][C@@H:17]3[CH2:18][CH2:19][CH2:20][C:16]3([CH3:22])[CH3:15])=[C:8]([C:11]([NH2:13])=[O:12])[CH:7]=[N:6][N:5]2[CH:14]=1, predict the reactants needed to synthesize it. The reactants are: [Br:1][C:2]1[CH:3]=[C:4]2[C:9](Cl)=[C:8]([C:11]([NH2:13])=[O:12])[CH:7]=[N:6][N:5]2[CH:14]=1.[CH3:15][C:16]1([CH3:22])[CH2:20][CH2:19][CH2:18][C@H:17]1[NH2:21].C(C1C=NN2C=C(C(OCC)=O)C=C2C=1N[C@@H]1CCCC1(C)C)(=O)N.CCN(C(C)C)C(C)C. (8) Given the product [CH3:28][O:27][C:25](=[O:26])[CH:24]([O:22][C:19]1[CH:20]=[CH:21][C:16]([N:8]2[C:9]3[CH:14]=[CH:13][N:12]=[CH:11][C:10]=3[N:15]=[C:7]2[C:3]2[C:2]([NH2:1])=[N:6][O:5][N:4]=2)=[CH:17][CH:18]=1)[CH3:29], predict the reactants needed to synthesize it. The reactants are: [NH2:1][C:2]1[C:3]([C:7]2[N:8]([C:16]3[CH:21]=[CH:20][C:19]([OH:22])=[CH:18][CH:17]=3)[C:9]3[CH:14]=[CH:13][N:12]=[CH:11][C:10]=3[N:15]=2)=[N:4][O:5][N:6]=1.Br[CH:24]([CH3:29])[C:25]([O:27][CH3:28])=[O:26]. (9) Given the product [CH:1]1([C:4]2[C:5]([C:15]3[O:17][N:44]=[C:43]([C:45]4[CH:46]=[CH:47][C:48]([CH2:49][N:50]5[CH2:51][CH:52]([C:54]([O:56][C:57]([CH3:58])([CH3:60])[CH3:59])=[O:55])[CH2:53]5)=[CH:61][CH:62]=4)[N:42]=3)=[N:6][O:7][C:8]=2[C:9]2[CH:10]=[CH:11][CH:12]=[CH:13][CH:14]=2)[CH2:2][CH2:3]1, predict the reactants needed to synthesize it. The reactants are: [CH:1]1([C:4]2[C:5]([C:15]([OH:17])=O)=[N:6][O:7][C:8]=2[C:9]2[CH:14]=[CH:13][CH:12]=[CH:11][CH:10]=2)[CH2:3][CH2:2]1.C1C=CC2N(O)N=NC=2C=1.C(N(C(C)C)CC)(C)C.C(Cl)CCl.O/[N:42]=[C:43](/[C:45]1[CH:62]=[CH:61][C:48]([CH2:49][N:50]2[CH2:53][CH:52]([C:54]([O:56][C:57]([CH3:60])([CH3:59])[CH3:58])=[O:55])[CH2:51]2)=[CH:47][CH:46]=1)\[NH2:44]. (10) Given the product [C:27]([C:7]1[C:17]2[O:16][CH2:15][CH2:14][N:13]([C:18]([O:20][C:21]([CH3:24])([CH3:23])[CH3:22])=[O:19])[CH2:12][C:11]=2[CH:10]=[CH:9][CH:8]=1)#[N:28], predict the reactants needed to synthesize it. The reactants are: FC(F)(F)S(O[C:7]1[C:17]2[O:16][CH2:15][CH2:14][N:13]([C:18]([O:20][C:21]([CH3:24])([CH3:23])[CH3:22])=[O:19])[CH2:12][C:11]=2[CH:10]=[CH:9][CH:8]=1)(=O)=O.[CH3:27][N:28](C=O)C.